Dataset: Forward reaction prediction with 1.9M reactions from USPTO patents (1976-2016). Task: Predict the product of the given reaction. (1) Given the reactants [Cl:1][C:2]1[CH:3]=[C:4]([OH:21])[CH:5]=[C:6]2[C:11]=1[O:10][CH:9]([C:12]([F:15])([F:14])[F:13])[C:8]([C:16]([O:18][CH2:19][CH3:20])=[O:17])=[CH:7]2.C([O-])([O-])=O.[K+].[K+].[CH2:28](I)[CH3:29].[Na+].[Cl-], predict the reaction product. The product is: [Cl:1][C:2]1[CH:3]=[C:4]([O:21][CH2:28][CH3:29])[CH:5]=[C:6]2[C:11]=1[O:10][CH:9]([C:12]([F:15])([F:14])[F:13])[C:8]([C:16]([O:18][CH2:19][CH3:20])=[O:17])=[CH:7]2. (2) Given the reactants [OH:1][C:2]1[CH2:7][CH2:6][C:5]([C:12]2[CH:17]=[CH:16][C:15]([O:18][CH3:19])=[CH:14][CH:13]=2)([C:8]([O:10][CH3:11])=[O:9])[CH2:4][C:3]=1C(OC)=O.O.C1COCC1.[OH-].[K+], predict the reaction product. The product is: [CH3:19][O:18][C:15]1[CH:14]=[CH:13][C:12]([C:5]2([C:8]([O:10][CH3:11])=[O:9])[CH2:4][CH2:3][C:2](=[O:1])[CH2:7][CH2:6]2)=[CH:17][CH:16]=1.